Task: Predict the product of the given reaction.. Dataset: Forward reaction prediction with 1.9M reactions from USPTO patents (1976-2016) (1) The product is: [Cl:16][C:17]1[C:18]([CH:9]=[O:10])=[CH:19][C:20]2[O:25][CH:24]([C:26]([N:28]3[CH2:33][CH2:32][C:31]([CH2:36][C:37]4[CH:38]=[CH:39][C:40]([F:43])=[CH:41][CH:42]=4)([C:34]#[N:35])[CH2:30][CH2:29]3)=[O:27])[CH2:23][NH:22][C:21]=2[CH:44]=1. Given the reactants O=P(Cl)(Cl)Cl.CN([CH:9]=[O:10])C.O=P(Cl)(Cl)Cl.[Cl:16][C:17]1[CH:18]=[CH:19][C:20]2[O:25][CH:24]([C:26]([N:28]3[CH2:33][CH2:32][C:31]([CH2:36][C:37]4[CH:42]=[CH:41][C:40]([F:43])=[CH:39][CH:38]=4)([C:34]#[N:35])[CH2:30][CH2:29]3)=[O:27])[CH2:23][NH:22][C:21]=2[CH:44]=1, predict the reaction product. (2) Given the reactants [BrH:1].[OH:2][C@H:3]([CH2:14]O)[CH2:4][NH:5][C:6]([C:8]1[S:9][C:10]([Cl:13])=[CH:11][CH:12]=1)=[O:7].C(OC(=O)C)(=O)C.CO, predict the reaction product. The product is: [Br:1][CH2:14][C@@H:3]([OH:2])[CH2:4][NH:5][C:6]([C:8]1[S:9][C:10]([Cl:13])=[CH:11][CH:12]=1)=[O:7]. (3) Given the reactants [Cl:1][C:2]1[CH:7]=[CH:6][C:5]([C:8]2([C:11]3[C:20]4[C:15](=[CH:16][CH:17]=[C:18]([OH:21])[CH:19]=4)[CH2:14][CH2:13][N:12]=3)[CH2:10][CH2:9]2)=[CH:4][CH:3]=1.[H-].[Na+].[C:24]([NH:31][CH2:32][CH2:33]Br)([O:26][C:27]([CH3:30])([CH3:29])[CH3:28])=[O:25], predict the reaction product. The product is: [C:27]([O:26][C:24](=[O:25])[NH:31][CH2:32][CH2:33][O:21][C:18]1[CH:19]=[C:20]2[C:15]([CH2:14][CH2:13][N:12]=[C:11]2[C:8]2([C:5]3[CH:4]=[CH:3][C:2]([Cl:1])=[CH:7][CH:6]=3)[CH2:10][CH2:9]2)=[CH:16][CH:17]=1)([CH3:30])([CH3:29])[CH3:28]. (4) Given the reactants [C:1]([O:5][C:6]([N:8]1[CH2:12][CH2:11][CH2:10][C@H:9]1[C:13]([OH:15])=O)=[O:7])([CH3:4])([CH3:3])[CH3:2].CN(C(ON1N=NC2C=CC=CC1=2)=[N+](C)C)C.[B-](F)(F)(F)F.CN1CCOCC1.[Br:45][C:46]1[CH:55]=[CH:54][C:49]([C:50]([NH:52][NH2:53])=[O:51])=[CH:48][CH:47]=1, predict the reaction product. The product is: [Br:45][C:46]1[CH:55]=[CH:54][C:49]([C:50]([NH:52][NH:53][C:13]([C@@H:9]2[CH2:10][CH2:11][CH2:12][N:8]2[C:6]([O:5][C:1]([CH3:2])([CH3:3])[CH3:4])=[O:7])=[O:15])=[O:51])=[CH:48][CH:47]=1. (5) Given the reactants [NH2:1][C:2]1[NH:6][N:5]=[C:4]([NH:7][C:8]2[CH:13]=[CH:12][C:11]([N:14]3[CH2:19][CH2:18][N:17]([CH3:20])[CH2:16][CH2:15]3)=[C:10]([Cl:21])[CH:9]=2)[C:3]=1[C:22]([NH2:24])=[O:23].[CH3:25][C:26]1[CH:27]=[C:28]([CH:31]=[C:32]([CH3:35])[C:33]=1[OH:34])[CH:29]=O.[BH4-].[Na+].O, predict the reaction product. The product is: [Cl:21][C:10]1[CH:9]=[C:8]([NH:7][C:4]2[C:3]([C:22]([NH2:24])=[O:23])=[C:2]([NH:1][CH2:29][C:28]3[CH:31]=[C:32]([CH3:35])[C:33]([OH:34])=[C:26]([CH3:25])[CH:27]=3)[NH:6][N:5]=2)[CH:13]=[CH:12][C:11]=1[N:14]1[CH2:19][CH2:18][N:17]([CH3:20])[CH2:16][CH2:15]1.